The task is: Predict the reaction yield, written as a fraction of the theoretical maximum amount of product (1.0 means a 100% yield; for example, 0.34 means a 34% yield).. This data is from Reaction yield outcomes from USPTO patents with 853,638 reactions. (1) The reactants are [CH:1]([C:3]1[CH:4]=[C:5]([CH:10]=[CH:11][CH:12]=1)[C:6]([O:8]C)=[O:7])=[O:2].[OH-].[Na+].C(OCC)(=O)C.Cl. The catalyst is CO. The product is [CH:1]([C:3]1[CH:4]=[C:5]([CH:10]=[CH:11][CH:12]=1)[C:6]([OH:8])=[O:7])=[O:2]. The yield is 0.995. (2) The reactants are [Br:1][C:2]1[N:3]([C:8]2[C:17]3[C:12](=[CH:13][CH:14]=[CH:15][CH:16]=3)[C:11]([CH:18]3[CH2:20][CH2:19]3)=[CH:10][CH:9]=2)[C:4]([SH:7])=[N:5][N:6]=1.Br[C:22]([CH3:29])([CH3:28])[C:23]([O:25][CH2:26][CH3:27])=[O:24].C(N(C(C)C)CC)(C)C. The catalyst is CN(C=O)C. The product is [Br:1][C:2]1[N:3]([C:8]2[C:17]3[C:12](=[CH:13][CH:14]=[CH:15][CH:16]=3)[C:11]([CH:18]3[CH2:20][CH2:19]3)=[CH:10][CH:9]=2)[C:4]([S:7][C:22]([CH3:29])([CH3:28])[C:23]([O:25][CH2:26][CH3:27])=[O:24])=[N:5][N:6]=1. The yield is 0.910. (3) The reactants are [Cl:1][C:2]1[CH:7]=[CH:6][C:5]([C@@:8]2([OH:41])[CH2:13][CH2:12][N:11]([C:14](=[O:38])[C@H:15]([NH:19][C:20]([C@@H:22]3[CH2:26][CH2:25][C:24]([NH:30][C:31](=[O:37])[O:32][C:33]([CH3:36])([CH3:35])[CH3:34])([CH2:27][CH:28]=[O:29])[CH2:23]3)=[O:21])[CH:16]([CH3:18])[CH3:17])[CH2:10][C:9]2([CH3:40])[CH3:39])=[CH:4][CH:3]=1.[BH4-].[Na+]. The catalyst is CO. The product is [Cl:1][C:2]1[CH:7]=[CH:6][C:5]([C@@:8]2([OH:41])[CH2:13][CH2:12][N:11]([C:14](=[O:38])[C@H:15]([NH:19][C:20]([C@@H:22]3[CH2:26][CH2:25][C:24]([NH:30][C:31](=[O:37])[O:32][C:33]([CH3:35])([CH3:34])[CH3:36])([CH2:27][CH2:28][OH:29])[CH2:23]3)=[O:21])[CH:16]([CH3:17])[CH3:18])[CH2:10][C:9]2([CH3:39])[CH3:40])=[CH:4][CH:3]=1. The yield is 0.960. (4) The reactants are [F:1][C:2]1[CH:7]=[CH:6][CH:5]=[CH:4][C:3]=1[C@@H:8]([N:20]1[CH2:25][CH2:24][CH2:23][CH2:22][CH2:21]1)[C:9]([O:11][C@H](C1C=CC=CC=1)C)=[O:10]. The catalyst is C(O)C.[OH-].[OH-].[Pd+2]. The product is [F:1][C:2]1[CH:7]=[CH:6][CH:5]=[CH:4][C:3]=1[C@@H:8]([N:20]1[CH2:25][CH2:24][CH2:23][CH2:22][CH2:21]1)[C:9]([OH:11])=[O:10]. The yield is 0.980.